From a dataset of Peptide-MHC class I binding affinity with 185,985 pairs from IEDB/IMGT. Regression. Given a peptide amino acid sequence and an MHC pseudo amino acid sequence, predict their binding affinity value. This is MHC class I binding data. (1) The peptide sequence is ALYEKKLAL. The MHC is HLA-B46:01 with pseudo-sequence HLA-B46:01. The binding affinity (normalized) is 0.0847. (2) The MHC is HLA-B18:01 with pseudo-sequence HLA-B18:01. The peptide sequence is KYAEAFQMV. The binding affinity (normalized) is 0.0847. (3) The peptide sequence is HTSSMRGVYY. The MHC is HLA-A26:01 with pseudo-sequence HLA-A26:01. The binding affinity (normalized) is 0.634. (4) The peptide sequence is FMVYVPLPA. The MHC is HLA-A30:02 with pseudo-sequence HLA-A30:02. The binding affinity (normalized) is 0.213. (5) The peptide sequence is TSSVDEQIQWM. The MHC is Mamu-A02 with pseudo-sequence Mamu-A02. The binding affinity (normalized) is 0. (6) The peptide sequence is LLSAWILTA. The MHC is HLA-A30:02 with pseudo-sequence HLA-A30:02. The binding affinity (normalized) is 0.